Dataset: Reaction yield outcomes from USPTO patents with 853,638 reactions. Task: Predict the reaction yield, written as a fraction of the theoretical maximum amount of product (1.0 means a 100% yield; for example, 0.34 means a 34% yield). (1) The reactants are [NH2:1][C:2]1[C:11]2[C:6](=[CH:7][CH:8]=[C:9]([C:12]([OH:14])=O)[CH:10]=2)[N:5]=[C:4]([CH3:15])[CH:3]=1.C(OC([NH:23][C:24]1[CH:30]=[CH:29][C:27]([NH2:28])=[CH:26][CH:25]=1)=O)(C)(C)C.C(N(CC)CC)C.CN([P+](ON1N=NC2C=CC=CC1=2)(N(C)C)N(C)C)C.F[P-](F)(F)(F)(F)F. The catalyst is CN(C=O)C. The product is [NH2:1][C:2]1[C:11]2[C:6](=[CH:7][CH:8]=[C:9]([C:12]([NH:23][C:24]3[CH:30]=[CH:29][C:27]([NH2:28])=[CH:26][CH:25]=3)=[O:14])[CH:10]=2)[N:5]=[C:4]([CH3:15])[CH:3]=1. The yield is 0.170. (2) The reactants are [C:1]([C:3]1[CH:11]=[CH:10][C:6]2[O:7][CH2:8][O:9][C:5]=2[CH:4]=1)#[CH:2].[C:12]([O:16][C:17](N1C2C(=CC=C(CCOC3C=C4C(=CC=3)NC=C4)N=2)CCC1)=[O:18])(C)(C)[CH3:13]. No catalyst specified. The product is [CH2:12]([O:16][C:17](=[O:18])[C:2]#[C:1][C:3]1[CH:11]=[CH:10][C:6]2[O:7][CH2:8][O:9][C:5]=2[CH:4]=1)[CH3:13]. The yield is 0.540. (3) The reactants are C([Si](C1C=CC=CC=1)(C1C=CC=CC=1)[O:6][CH2:7][CH2:8][C:9]1[N:10]([CH2:23][CH2:24][CH3:25])[C:11](=[O:22])[N:12]([CH2:14][C:15]2[CH:20]=[CH:19][C:18]([CH3:21])=[CH:17][CH:16]=2)[CH:13]=1)(C)(C)C.[F-].C([N+](CCCC)(CCCC)CCCC)CCC.CCOC(C)=O.O. The catalyst is C1COCC1. The product is [OH:6][CH2:7][CH2:8][C:9]1[N:10]([CH2:23][CH2:24][CH3:25])[C:11](=[O:22])[N:12]([CH2:14][C:15]2[CH:20]=[CH:19][C:18]([CH3:21])=[CH:17][CH:16]=2)[CH:13]=1. The yield is 0.610. (4) The reactants are [S:1]([O-:4])([O-:3])=[O:2].[Na+].[Na+].[CH2:7]([O:14][C:15]1[CH:20]=[CH:19][CH:18]=[CH:17][C:16]=1[CH2:21]Br)[C:8]1[CH:13]=[CH:12][CH:11]=[CH:10][CH:9]=1.Cl. The catalyst is [I-].C([N+](CCCC)(CCCC)CCCC)CCC.O. The product is [CH2:7]([O:14][C:15]1[CH:20]=[CH:19][CH:18]=[CH:17][C:16]=1[CH2:21][S:1]([OH:4])(=[O:3])=[O:2])[C:8]1[CH:9]=[CH:10][CH:11]=[CH:12][CH:13]=1. The yield is 0.0800. (5) The reactants are [C:1]([NH:4][CH2:5][CH2:6][CH:7]1[C:15]2[C:10](=[CH:11][CH:12]=[C:13]([NH:17][C:18](=[O:28])[CH2:19][O:20][CH2:21][C:22]3[CH:27]=[CH:26][CH:25]=[CH:24][CH:23]=3)[C:14]=2O)[CH2:9][CH2:8]1)(=[O:3])[CH3:2].C1(C)C=CC(S([O-])(=O)=O)=CC=1.[NH+]1C=CC=CC=1. The catalyst is C1(C)C(C)=CC=CC=1. The product is [CH2:21]([O:20][CH2:19][C:18]1[O:28][C:14]2[C:15]3[CH:7]([CH2:6][CH2:5][NH:4][C:1](=[O:3])[CH3:2])[CH2:8][CH2:9][C:10]=3[CH:11]=[CH:12][C:13]=2[N:17]=1)[C:22]1[CH:27]=[CH:26][CH:25]=[CH:24][CH:23]=1. The yield is 0.230. (6) The reactants are [Cl:1][C:2]1[CH:10]=[C:6]([C:7]([OH:9])=[O:8])[C:5]([OH:11])=[CH:4][CH:3]=1.[C:12](OC(=O)C)(=[O:14])[CH3:13].C(O)(=O)C. The catalyst is S(=O)(=O)(O)O. The product is [C:12]([O:8][C:7](=[O:9])[C:6]1[C:5](=[CH:4][CH:3]=[C:2]([Cl:1])[CH:10]=1)[OH:11])(=[O:14])[CH3:13]. The yield is 0.760.